From a dataset of Full USPTO retrosynthesis dataset with 1.9M reactions from patents (1976-2016). Predict the reactants needed to synthesize the given product. (1) The reactants are: Br[C:2]1[CH:11]=[CH:10][CH:9]=[CH:8][C:3]=1[O:4][CH2:5][CH2:6][NH2:7].[F:12][C:13]1[CH:18]=[C:17](B2OC(C)(C)C(C)(C)O2)[CH:16]=[CH:15][C:14]=1[C:28]1[CH:29]=[N:30][C:31]([NH2:34])=[N:32][CH:33]=1. Given the product [NH2:7][CH2:6][CH2:5][O:4][C:3]1[CH:8]=[CH:9][CH:10]=[CH:11][C:2]=1[C:17]1[CH:16]=[CH:15][C:14]([C:28]2[CH:33]=[N:32][C:31]([NH2:34])=[N:30][CH:29]=2)=[C:13]([F:12])[CH:18]=1, predict the reactants needed to synthesize it. (2) Given the product [OH:22][C:19]([C:16]1[CH:17]=[CH:18][C:13]([C:12]([NH:11][C:9]2[S:8][C:6]3[C:5]([N:10]=2)=[CH:4][CH:3]=[C:2]([C:29]2[N:25]([CH3:24])[N:26]=[CH:27][CH:28]=2)[N:7]=3)=[O:23])=[CH:14][CH:15]=1)([CH3:21])[CH3:20], predict the reactants needed to synthesize it. The reactants are: Br[C:2]1[N:7]=[C:6]2[S:8][C:9]([NH:11][C:12](=[O:23])[C:13]3[CH:18]=[CH:17][C:16]([C:19]([OH:22])([CH3:21])[CH3:20])=[CH:15][CH:14]=3)=[N:10][C:5]2=[CH:4][CH:3]=1.[CH3:24][N:25]1[C:29](B2OC(C)(C)C(C)(C)O2)=[CH:28][CH:27]=[N:26]1. (3) The reactants are: [C@H:1]12[CH2:7][C@H:4]([NH:5][CH2:6]1)[CH2:3][N:2]2[C:8]([O:10][C:11]([CH3:14])([CH3:13])[CH3:12])=[O:9].ON1C2C=CC=CC=2N=N1.[Cl:25][C:26]1[C:34]([Cl:35])=[CH:33][CH:32]=[CH:31][C:27]=1[C:28](O)=[O:29]. Given the product [Cl:25][C:26]1[C:34]([Cl:35])=[CH:33][CH:32]=[CH:31][C:27]=1[C:28]([N:5]1[CH2:6][C@@H:1]2[CH2:7][C@H:4]1[CH2:3][N:2]2[C:8]([O:10][C:11]([CH3:14])([CH3:13])[CH3:12])=[O:9])=[O:29], predict the reactants needed to synthesize it. (4) The reactants are: Br[C:2]1[CH:3]=[C:4]([CH:32]=[CH:33][CH:34]=1)[O:5][C:6]1[CH:7]=[C:8]([S:23][C:24]2[CH:29]=[CH:28][CH:27]=[C:26]([O:30][CH3:31])[CH:25]=2)[C:9]([NH:12][C:13]2[S:17][N:16]=[C:15]([CH:18]3[CH2:22][CH2:21][CH2:20][O:19]3)[N:14]=2)=[N:10][CH:11]=1.C[Li].C([Li])CCC.[CH:42](=[O:44])[CH3:43].[NH4+].[Cl-]. Given the product [CH3:31][O:30][C:26]1[CH:25]=[C:24]([S:23][C:8]2[CH:7]=[C:6]([O:5][C:4]3[CH:3]=[C:2]([CH:42]([OH:44])[CH3:43])[CH:34]=[CH:33][CH:32]=3)[CH:11]=[N:10][C:9]=2[NH:12][C:13]2[S:17][N:16]=[C:15]([CH:18]3[CH2:22][CH2:21][CH2:20][O:19]3)[N:14]=2)[CH:29]=[CH:28][CH:27]=1, predict the reactants needed to synthesize it. (5) Given the product [CH3:1][C:2]1[C:8](=[O:9])[NH:7][C:5](=[O:6])[N:4]([C@@H:10]2[O:14][C@H:13]([CH2:15][OH:16])[C@@H:12]([N:17]=[N+:18]=[N-:19])[CH2:11]2)[CH:3]=1.[C:20]([OH:25])(=[O:26])[CH2:21][CH2:22][C:23]([OH:6])=[O:24], predict the reactants needed to synthesize it. The reactants are: [CH3:1][C:2]1[C:8](=[O:9])[NH:7][C:5](=[O:6])[N:4]([C@@H:10]2[O:14][C@H:13]([CH2:15][OH:16])[C@@H:12]([N:17]=[N+:18]=[N-:19])[CH2:11]2)[CH:3]=1.[C:20]1(=[O:26])[O:25][C:23](=[O:24])[CH2:22][CH2:21]1. (6) Given the product [F:1][C:2]1[CH:8]=[CH:7][C:5]([NH:6][C:17](=[O:20])[CH:18]=[CH2:19])=[CH:4][C:3]=1[N+:9]([O-:11])=[O:10], predict the reactants needed to synthesize it. The reactants are: [F:1][C:2]1[CH:8]=[CH:7][C:5]([NH2:6])=[CH:4][C:3]=1[N+:9]([O-:11])=[O:10].C(=O)(O)[O-].[Na+].[C:17](Cl)(=[O:20])[CH:18]=[CH2:19].